Dataset: Full USPTO retrosynthesis dataset with 1.9M reactions from patents (1976-2016). Task: Predict the reactants needed to synthesize the given product. (1) The reactants are: [CH3:1][N:2]1[C:6]([C:7]2[CH:8]=[C:9]3[N:15]([CH2:16][C:17]4([F:25])[CH2:22][CH2:21][C:20]([F:24])([F:23])[CH2:19][CH2:18]4)[CH:14]=[C:13]([C:26]4[CH:35]=[CH:34][C:29]([C:30]([O:32]C)=[O:31])=[CH:28][CH:27]=4)[C:10]3=[N:11][CH:12]=2)=[C:5]([CH3:36])[N:4]=[N:3]1.[OH-].[Li+].Cl. Given the product [CH3:1][N:2]1[C:6]([C:7]2[CH:8]=[C:9]3[N:15]([CH2:16][C:17]4([F:25])[CH2:22][CH2:21][C:20]([F:24])([F:23])[CH2:19][CH2:18]4)[CH:14]=[C:13]([C:26]4[CH:27]=[CH:28][C:29]([C:30]([OH:32])=[O:31])=[CH:34][CH:35]=4)[C:10]3=[N:11][CH:12]=2)=[C:5]([CH3:36])[N:4]=[N:3]1, predict the reactants needed to synthesize it. (2) Given the product [CH2:1]([O:3][C:4]([C:6]1[NH:7][C:8]2[C:13]([CH:14]=1)=[CH:12][C:11]([O:15][C@H:16]1[CH2:20][CH2:19][N:18]([CH:21]([CH3:22])[CH3:28])[CH2:17]1)=[CH:10][CH:9]=2)=[O:5])[CH3:2], predict the reactants needed to synthesize it. The reactants are: [CH2:1]([O:3][C:4]([C:6]1[NH:7][C:8]2[C:13]([CH:14]=1)=[CH:12][C:11]([O:15][C@H:16]1[CH2:20][CH2:19][N:18]([CH2:21][C:22]3C=CC=CC=3)[CH2:17]1)=[CH:10][CH:9]=2)=[O:5])[CH3:2].[C:28](O)(=O)C.IC(C)C. (3) Given the product [CH2:14]([O:13][C:11]([C:10]1[CH:9]=[N:8][N:7]2[C:2]([NH:40][C:37]3[CH:38]=[CH:39][C:34]([F:33])=[CH:35][C:36]=3[CH3:41])=[C:3]([C:16]([N:18]3[CH2:23][CH2:22][C:21]4([C:27]5[CH:28]=[CH:29][CH:30]=[C:31]([F:32])[C:26]=5[O:25][CH2:24]4)[CH2:20][CH2:19]3)=[O:17])[CH:4]=[N:5][C:6]=12)=[O:12])[CH3:15], predict the reactants needed to synthesize it. The reactants are: Cl[C:2]1[N:7]2[N:8]=[CH:9][C:10]([C:11]([O:13][CH2:14][CH3:15])=[O:12])=[C:6]2[N:5]=[CH:4][C:3]=1[C:16]([N:18]1[CH2:23][CH2:22][C:21]2([C:27]3[CH:28]=[CH:29][CH:30]=[C:31]([F:32])[C:26]=3[O:25][CH2:24]2)[CH2:20][CH2:19]1)=[O:17].[F:33][C:34]1[CH:39]=[CH:38][C:37]([NH2:40])=[C:36]([CH3:41])[CH:35]=1. (4) Given the product [CH2:36]([NH:40][C:28]([NH:20][C:19]1[CH:21]=[CH:22][C:16]([O:15][C:6]2[C:5]3[C:10](=[CH:11][C:12]([O:13][CH3:14])=[C:3]([O:2][CH3:1])[CH:4]=3)[N:9]=[CH:8][N:7]=2)=[C:17]([CH3:23])[CH:18]=1)=[O:34])[CH2:37][CH2:38][CH3:39], predict the reactants needed to synthesize it. The reactants are: [CH3:1][O:2][C:3]1[CH:4]=[C:5]2[C:10](=[CH:11][C:12]=1[O:13][CH3:14])[N:9]=[CH:8][N:7]=[C:6]2[O:15][C:16]1[CH:22]=[CH:21][C:19]([NH2:20])=[CH:18][C:17]=1[CH3:23].ClC(Cl)(O[C:28](=[O:34])OC(Cl)(Cl)Cl)Cl.[CH2:36]([NH2:40])[CH2:37][CH2:38][CH3:39].CO. (5) Given the product [Cl:1][C:2]1[CH:3]=[CH:4][C:5]([C:6]([C:8]2[CH:9]=[CH:10][C:11]([O:12][C:13]([CH3:18])([CH3:17])[C:14]([NH:67][C:46]([CH3:47])([CH2:48][C@H:49]([C:61]3[CH:66]=[CH:65][CH:64]=[CH:63][CH:62]=3)[O:50][C:51]3[CH:56]=[CH:55][C:54]([C:57]([F:58])([F:59])[F:60])=[CH:53][CH:52]=3)[CH3:45])=[O:15])=[CH:19][CH:20]=2)=[O:7])=[CH:21][CH:22]=1, predict the reactants needed to synthesize it. The reactants are: [Cl:1][C:2]1[CH:22]=[CH:21][C:5]([C:6]([C:8]2[CH:20]=[CH:19][C:11]([O:12][C:13]([CH3:18])([CH3:17])[C:14](O)=[O:15])=[CH:10][CH:9]=2)=[O:7])=[CH:4][CH:3]=1.CCN=C=NCCCN(C)C.Cl.C1C=CC2N(O)N=NC=2C=1.[CH3:45][C:46]([NH2:67])([CH2:48][C@H:49]([C:61]1[CH:66]=[CH:65][CH:64]=[CH:63][CH:62]=1)[O:50][C:51]1[CH:56]=[CH:55][C:54]([C:57]([F:60])([F:59])[F:58])=[CH:53][CH:52]=1)[CH3:47].C(N(CC)CC)C. (6) Given the product [CH2:1]([N:8]1[CH2:9][CH:10]2[CH2:15][N:14]([C:16]3[C:17]([CH3:47])=[C:18]([CH3:46])[C:19]4[N:20]([C:22]([C:32]5[CH:37]=[CH:36][N:35]=[C:34]([NH2:38])[CH:33]=5)=[C:23]([C:25]5[CH:26]=[CH:27][C:28]([F:31])=[CH:29][CH:30]=5)[N:24]=4)[N:21]=3)[CH2:13][CH:11]2[CH2:12]1)[C:2]1[CH:7]=[CH:6][CH:5]=[CH:4][CH:3]=1, predict the reactants needed to synthesize it. The reactants are: [CH2:1]([N:8]1[CH2:12][CH:11]2[CH2:13][N:14]([C:16]3[C:17]([CH3:47])=[C:18]([CH3:46])[C:19]4[N:20]([C:22]([C:32]5[CH:37]=[CH:36][N:35]=[C:34]([NH:38]C(=O)OC(C)(C)C)[CH:33]=5)=[C:23]([C:25]5[CH:30]=[CH:29][C:28]([F:31])=[CH:27][CH:26]=5)[N:24]=4)[N:21]=3)[CH2:15][CH:10]2[CH2:9]1)[C:2]1[CH:7]=[CH:6][CH:5]=[CH:4][CH:3]=1.FC(F)(F)C(O)=O.O.N.